Dataset: Reaction yield outcomes from USPTO patents with 853,638 reactions. Task: Predict the reaction yield, written as a fraction of the theoretical maximum amount of product (1.0 means a 100% yield; for example, 0.34 means a 34% yield). (1) The reactants are [OH:1][C:2]12[CH2:9][CH2:8][C:5]([C:10]([OH:12])=[O:11])([CH2:6][CH2:7]1)[CH2:4][CH2:3]2.S(=O)(=O)(O)O.[CH3:18]O. No catalyst specified. The product is [OH:1][C:2]12[CH2:3][CH2:4][C:5]([C:10]([O:12][CH3:18])=[O:11])([CH2:8][CH2:9]1)[CH2:6][CH2:7]2. The yield is 0.960. (2) The reactants are [CH3:1][C:2]1[C:3]([C:11]2[S:15][C:14]([C:16]([OH:18])=O)=[CH:13][CH:12]=2)=[N:4][O:5][C:6]=1[C:7]([F:10])([F:9])[F:8].Cl.[F:20][C:21]1([F:25])[CH2:24][NH:23][CH2:22]1.C1COCC1.N1CCC1. The catalyst is C(N(CC)CC)C. The product is [F:20][C:21]1([F:25])[CH2:24][N:23]([C:16]([C:14]2[S:15][C:11]([C:3]3[C:2]([CH3:1])=[C:6]([C:7]([F:8])([F:9])[F:10])[O:5][N:4]=3)=[CH:12][CH:13]=2)=[O:18])[CH2:22]1. The yield is 0.490. (3) The reactants are FC(F)(F)C(O)=O.[Cl:8][C:9]1[CH:10]=[C:11]([CH:30]=[CH:31][C:32]=1[O:33][CH2:34][C:35]1[CH:40]=[CH:39][CH:38]=[C:37]([F:41])[CH:36]=1)[NH:12][C:13]1[C:22]2[C:17](=[CH:18][C:19]([OH:29])=[CH:20][C:21]=2[O:23][CH:24]2[CH2:28][CH2:27][O:26][CH2:25]2)[N:16]=[CH:15][N:14]=1.Br[CH2:43][CH2:44][Cl:45]. No catalyst specified. The product is [Cl:45][CH2:44][CH2:43][O:29][C:19]1[CH:18]=[C:17]2[C:22]([C:13]([NH:12][C:11]3[CH:30]=[CH:31][C:32]([O:33][CH2:34][C:35]4[CH:40]=[CH:39][CH:38]=[C:37]([F:41])[CH:36]=4)=[C:9]([Cl:8])[CH:10]=3)=[N:14][CH:15]=[N:16]2)=[C:21]([O:23][CH:24]2[CH2:28][CH2:27][O:26][CH2:25]2)[CH:20]=1. The yield is 1.00. (4) The catalyst is O1CCOCC1.O. The yield is 0.226. The product is [CH:1]1([C:4]2[CH:9]=[CH:8][N:7]=[C:6]([C:10]3[C:18]4[C:13](=[CH:14][CH:15]=[C:16]([C:19]5[O:23][C:22]([NH:24][CH2:25][C:26]([F:28])([F:29])[F:27])=[N:21][N:20]=5)[CH:17]=4)[NH:12][CH:11]=3)[N:5]=2)[CH2:3][CH2:2]1. The reactants are [CH:1]1([C:4]2[CH:9]=[CH:8][N:7]=[C:6]([C:10]3[C:18]4[C:13](=[CH:14][CH:15]=[C:16]([C:19]5[O:23][C:22]([NH:24][CH2:25][C:26]([F:29])([F:28])[F:27])=[N:21][N:20]=5)[CH:17]=4)[N:12](S(C4C=CC(C)=CC=4)(=O)=O)[CH:11]=3)[N:5]=2)[CH2:3][CH2:2]1.[OH-].[Na+]. (5) The reactants are Br[C:2]1[N:3]=[C:4]2[N:10]([CH:11]([CH2:14][CH3:15])[CH2:12][CH3:13])[C:9](=[O:16])[N:8](C(OC(C)(C)C)=O)[C:5]2=[N:6][CH:7]=1.[CH3:24][NH:25][CH3:26].CC([O-])(C)C.[Na+].Cl. The catalyst is C1(C)C=CC=CC=1.CO.O1CCOCC1. The product is [CH3:24][N:25]([CH3:26])[C:2]1[N:3]=[C:4]2[N:10]([CH:11]([CH2:12][CH3:13])[CH2:14][CH3:15])[C:9]([OH:16])=[N:8][C:5]2=[N:6][CH:7]=1. The yield is 0.320. (6) The reactants are [OH:1][C:2]1[CH:15]=[CH:14][C:5]2[C@H:6]([CH2:9][C:10]([O:12][CH3:13])=[O:11])[CH2:7][O:8][C:4]=2[CH:3]=1.[CH2:16]([C:18]1[CH:23]=[C:22]([O:24][CH2:25][CH2:26][CH2:27][S:28]([CH3:31])(=[O:30])=[O:29])[CH:21]=[C:20]([CH2:32][CH3:33])[C:19]=1[C:34]1[CH:39]=[CH:38][CH:37]=[C:36]([CH2:40]O)[CH:35]=1)[CH3:17].C(P(CCCC)CCCC)CCC.N(C(N1CCCCC1)=O)=NC(N1CCCCC1)=O. The catalyst is C1(C)C=CC=CC=1.CCCCCC. The product is [CH2:32]([C:20]1[CH:21]=[C:22]([O:24][CH2:25][CH2:26][CH2:27][S:28]([CH3:31])(=[O:30])=[O:29])[CH:23]=[C:18]([CH2:16][CH3:17])[C:19]=1[C:34]1[CH:39]=[CH:38][CH:37]=[C:36]([CH2:40][O:1][C:2]2[CH:15]=[CH:14][C:5]3[C@H:6]([CH2:9][C:10]([O:12][CH3:13])=[O:11])[CH2:7][O:8][C:4]=3[CH:3]=2)[CH:35]=1)[CH3:33]. The yield is 0.930. (7) The reactants are [N+:1]([C:4]1[CH:5]=[CH:6][C:7]2[O:12][CH:11]([CH2:13][C:14]([O:16][CH3:17])=[O:15])[CH2:10][NH:9][C:8]=2[CH:18]=1)([O-:3])=[O:2].C(=O)([O-])[O-].[Na+].[Na+].[C:25](Cl)(=[O:32])[C:26]1[CH:31]=[CH:30][CH:29]=[CH:28][CH:27]=1. The catalyst is CN(C=O)C.N1C=CC=CC=1.C(OCC)(=O)C. The product is [C:25]([N:9]1[C:8]2[CH:18]=[C:4]([N+:1]([O-:3])=[O:2])[CH:5]=[CH:6][C:7]=2[O:12][CH:11]([CH2:13][C:14]([O:16][CH3:17])=[O:15])[CH2:10]1)(=[O:32])[C:26]1[CH:31]=[CH:30][CH:29]=[CH:28][CH:27]=1. The yield is 0.930. (8) The reactants are Br[C:2]1[CH:10]=[CH:9][C:5]2[S:6][CH:7]=[CH:8][C:4]=2[CH:3]=1.[B:11]1([B:11]2[O:15][C:14]([CH3:17])([CH3:16])[C:13]([CH3:19])([CH3:18])[O:12]2)[O:15][C:14]([CH3:17])([CH3:16])[C:13]([CH3:19])([CH3:18])[O:12]1.CC([O-])=O.[K+]. The catalyst is CS(C)=O.C1C=CC(P(C2C=CC=CC=2)[C-]2C=CC=C2)=CC=1.C1C=CC(P(C2C=CC=CC=2)[C-]2C=CC=C2)=CC=1.Cl[Pd]Cl.[Fe+2].C(Cl)Cl. The product is [S:6]1[CH:7]=[CH:8][C:4]2[CH:3]=[C:2]([B:11]3[O:15][C:14]([CH3:17])([CH3:16])[C:13]([CH3:19])([CH3:18])[O:12]3)[CH:10]=[CH:9][C:5]1=2. The yield is 0.860. (9) The reactants are [F:1][C:2]1([F:13])[O:6][C:5]2[CH:7]=[CH:8][C:9]([CH2:11]O)=[CH:10][C:4]=2[O:3]1.S(Cl)([Cl:16])=O. The catalyst is C(Cl)Cl. The product is [Cl:16][CH2:11][C:9]1[CH:8]=[CH:7][C:5]2[O:6][C:2]([F:13])([F:1])[O:3][C:4]=2[CH:10]=1. The yield is 0.382.